From a dataset of Forward reaction prediction with 1.9M reactions from USPTO patents (1976-2016). Predict the product of the given reaction. (1) Given the reactants [NH:1]([C:3]1[S:4][C:5]([C:9]([O:11][CH3:12])=[O:10])=[C:6]([CH3:8])[N:7]=1)[NH2:2].C([O:15][C:16](=O)[CH:17]([CH2:21][C:22]1[CH:27]=[CH:26][C:25]([Cl:28])=[CH:24][CH:23]=1)[C:18]([CH3:20])=O)C, predict the reaction product. The product is: [Cl:28][C:25]1[CH:24]=[CH:23][C:22]([CH2:21][C:17]2[C:16](=[O:15])[N:1]([C:3]3[S:4][C:5]([C:9]([O:11][CH3:12])=[O:10])=[C:6]([CH3:8])[N:7]=3)[NH:2][C:18]=2[CH3:20])=[CH:27][CH:26]=1. (2) Given the reactants Cl[C:2]1[CH:7]=[C:6]([Cl:8])[N:5]=[C:4]([S:9][CH3:10])[N:3]=1.[NH2:11][C:12]1[CH:16]=[C:15]([CH3:17])[NH:14][N:13]=1.C(N(C(C)C)CC)(C)C.[I-].[Na+], predict the reaction product. The product is: [Cl:8][C:6]1[N:5]=[C:4]([S:9][CH3:10])[N:3]=[C:2]([NH:11][C:12]2[NH:13][N:14]=[C:15]([CH3:17])[CH:16]=2)[CH:7]=1. (3) The product is: [CH3:24][C:15]1[CH:14]=[CH:13][C:12]([C:7]2[CH:6]=[CH:11][CH:10]=[CH:9][CH:8]=2)=[CH:17][CH:16]=1. Given the reactants C(P(C(C)(C)C)[C:6]1[CH:11]=[CH:10][CH:9]=[CH:8][C:7]=1[C:12]1[CH:17]=[CH:16][CH:15]=[CH:14][CH:13]=1)(C)(C)C.[OH-].[OH-].[C:24]1([B+2])C=CC=CC=1.ClC1C=CC(C)=CC=1, predict the reaction product. (4) Given the reactants [NH2:1][C:2]1[C:3]([C:10]([NH:12][C:13](=[NH:16])SC)=[O:11])=[N:4][C:5]([Cl:9])=[C:6]([NH2:8])[N:7]=1.C(C1[N:22](C[C@@H](O)CNC(=O)OC)[C:23]2[C:28](C=1)=C[C:26]([NH:30][C:31](C1(C3C=CC4OC(F)(F)OC=4C=3)CC1)=[O:32])=[CH:25][CH:24]=2)(C)(C)C.C[CH:57]([OH:59])[CH3:58], predict the reaction product. The product is: [CH2:57]([O:59][C:31](=[O:32])[NH:30][CH2:26][CH2:25][CH2:24][C@H:23]1[CH2:28][NH:16]/[C:13](=[N:12]\[C:10]([C:3]2[C:2]([NH2:1])=[N:7][C:6]([NH2:8])=[C:5]([Cl:9])[N:4]=2)=[O:11])/[NH:22]1)[C:58]1[CH:26]=[CH:25][CH:24]=[CH:23][CH:28]=1. (5) Given the reactants [C:1]([C:3]1[CH:8]=[CH:7][C:6]([C@@H:9]2[CH2:11][C@H:10]2[C:12]([OH:14])=O)=[CH:5][CH:4]=1)#[N:2].[CH2:15](N(C(C)C)C(C)C)[CH3:16].CN(C(ON1N=[N:39][C:34]2[CH:35]=[CH:36][CH:37]=[N:38][C:33]1=2)=[N+](C)C)C.F[P-](F)(F)(F)(F)F.[CH3:48]O, predict the reaction product. The product is: [CH:37]1([N:38]2[CH2:33][CH2:34][N:39]([C:12]([C@@H:10]3[CH2:11][C@H:9]3[C:6]3[CH:5]=[CH:4][C:3]([C:1]#[N:2])=[CH:8][CH:7]=3)=[O:14])[CH2:16][CH2:15]2)[CH2:36][CH2:35][CH2:48]1. (6) Given the reactants C[O:2][CH:3](OC)[C:4]1[CH2:8][C:7]2([CH2:13][CH2:12][CH2:11][CH2:10][CH2:9]2)[O:6][N:5]=1.CC(C)=O, predict the reaction product. The product is: [O:6]1[C:7]2([CH2:13][CH2:12][CH2:11][CH2:10][CH2:9]2)[CH2:8][C:4]([CH:3]=[O:2])=[N:5]1. (7) Given the reactants [C:1]([NH:5][C@H:6]1[CH2:11][CH2:10][CH2:9][N:8]([C:12]2[N:17]=[C:16]([NH:18]C(=O)OC(C)(C)C)[CH:15]=[CH:14][CH:13]=2)[CH2:7]1)(=[O:4])[CH:2]=[CH2:3].C(O)(C(F)(F)F)=O, predict the reaction product. The product is: [NH2:18][C:16]1[N:17]=[C:12]([N:8]2[CH2:9][CH2:10][CH2:11][C@H:6]([NH:5][C:1](=[O:4])[CH:2]=[CH2:3])[CH2:7]2)[CH:13]=[CH:14][CH:15]=1. (8) Given the reactants [Cl-].[C:2]1(OB(O)O)[CH:7]=[CH:6][CH:5]=[CH:4][CH:3]=1.[F-].[K+].C1(P(C2CCCCC2)C2C=CC=CC=2C2C=CC=CC=2)CCCCC1.C([O:43][C:44](=[O:69])[CH2:45][CH2:46][NH:47][CH2:48][C:49]1[CH:68]=[CH:67][C:52]2[S:53][C:54]([C:56]3[CH:61]=[CH:60][C:59](Cl)=[C:58]([C:63]([F:66])([F:65])[F:64])[CH:57]=3)=[CH:55][C:51]=2[CH:50]=1)(C)(C)C, predict the reaction product. The product is: [F:65][C:63]([F:64])([F:66])[C:58]1[CH:57]=[C:56]([C:54]2[S:53][C:52]3[CH:67]=[CH:68][C:49]([CH2:48][NH:47][CH2:46][CH2:45][C:44]([OH:43])=[O:69])=[CH:50][C:51]=3[CH:55]=2)[CH:61]=[CH:60][C:59]=1[C:2]1[CH:7]=[CH:6][CH:5]=[CH:4][CH:3]=1. (9) Given the reactants [CH3:1][O:2][C:3]([CH:5]1[CH2:9][C:8](=[CH2:10])[CH2:7][N:6]1[C:11]([O:13][C:14]([CH3:17])([CH3:16])[CH3:15])=[O:12])=[O:4].B1C2CCCC1CCC2.[OH-:27].[Na+].OO, predict the reaction product. The product is: [CH3:1][O:2][C:3]([CH:5]1[CH2:9][CH:8]([CH2:10][OH:27])[CH2:7][N:6]1[C:11]([O:13][C:14]([CH3:17])([CH3:16])[CH3:15])=[O:12])=[O:4].